Predict which catalyst facilitates the given reaction. From a dataset of Catalyst prediction with 721,799 reactions and 888 catalyst types from USPTO. Reactant: Cl[C:2]1[C:3]2[C:16]([C:17]3[CH:22]=[CH:21][CH:20]=[CH:19][CH:18]=3)=[CH:15][S:14][C:4]=2[N:5]=[C:6]([CH2:8][C:9]([O:11]CC)=[O:10])[N:7]=1.Cl.[CH3:24][O:25][CH2:26][CH:27]1[CH2:32][CH2:31][NH:30][CH2:29][CH2:28]1.C(N(CC)CC)C. Product: [CH3:24][O:25][CH2:26][CH:27]1[CH2:32][CH2:31][N:30]([C:2]2[C:3]3[C:16]([C:17]4[CH:22]=[CH:21][CH:20]=[CH:19][CH:18]=4)=[CH:15][S:14][C:4]=3[N:5]=[C:6]([CH2:8][C:9]([OH:11])=[O:10])[N:7]=2)[CH2:29][CH2:28]1. The catalyst class is: 8.